From a dataset of Reaction yield outcomes from USPTO patents with 853,638 reactions. Predict the reaction yield, written as a fraction of the theoretical maximum amount of product (1.0 means a 100% yield; for example, 0.34 means a 34% yield). (1) The reactants are [Br:1][C:2]1[C:3]([NH:10][CH2:11][CH3:12])=[C:4]([NH2:9])[C:5]([Cl:8])=[N:6][CH:7]=1.C(Cl)CCl.[C:17]([CH2:19][C:20](O)=[O:21])#[N:18].CN1CCOCC1. The catalyst is ClCCl. The product is [Br:1][C:2]1[C:3]([NH:10][CH2:11][CH3:12])=[C:4]([NH:9][C:20](=[O:21])[CH2:19][C:17]#[N:18])[C:5]([Cl:8])=[N:6][CH:7]=1. The yield is 0.720. (2) The reactants are [NH2:1][C:2]1[NH:6][N:5]=[C:4]([CH3:7])[C:3]=1[C:8]1[S:9][C:10]2[CH:16]=[C:15]([S:17](Cl)(=[O:19])=[O:18])[CH:14]=[CH:13][C:11]=2[N:12]=1.[NH2:21][CH2:22][CH2:23][NH:24][C:25](=[O:27])[CH3:26].CN1CCOCC1. The catalyst is CO. The product is [NH2:1][C:2]1[NH:6][N:5]=[C:4]([CH3:7])[C:3]=1[C:8]1[S:9][C:10]2[CH:16]=[C:15]([S:17]([NH:21][CH2:22][CH2:23][NH:24][C:25](=[O:27])[CH3:26])(=[O:19])=[O:18])[CH:14]=[CH:13][C:11]=2[N:12]=1. The yield is 0.430. (3) The reactants are Cl.C(OC([N:9]1[CH2:14][CH2:13][CH:12]([C:15]2[N:16]([CH3:31])[CH:17]=[C:18]([C:20]3[CH:25]=[CH:24][C:23]([F:26])=[C:22]([C:27]([F:30])([F:29])[F:28])[CH:21]=3)[N:19]=2)[CH2:11][CH2:10]1)=O)(C)(C)C.Cl[C:33]1[N:38]=[CH:37][N:36]=[C:35]2[NH:39][N:40]=[CH:41][C:34]=12.C(N(CC)CC)C. The catalyst is ClCCl. The product is [F:26][C:23]1[CH:24]=[CH:25][C:20]([C:18]2[NH:19][CH:15]([CH:12]3[CH2:11][CH2:10][N:9]([C:33]4[N:38]=[CH:37][N:36]=[C:35]5[NH:39][N:40]=[CH:41][C:34]=45)[CH2:14][CH2:13]3)[N:16]([CH3:31])[CH:17]=2)=[CH:21][C:22]=1[C:27]([F:29])([F:28])[F:30]. The yield is 0.927. (4) The reactants are [C:1]1([C:7]2[CH:15]=[CH:14][CH:13]=[C:12]3[C:8]=2[CH2:9][C:10](=[O:16])[NH:11]3)[CH:6]=[CH:5][CH:4]=[CH:3][CH:2]=1.[CH3:17][C:18]1[C:22]([C:23]([N:25]2[CH2:30][CH2:29][N:28]([CH3:31])[CH2:27][CH2:26]2)=[O:24])=[CH:21][NH:20][C:19]=1[CH:32]=O. The catalyst is C(O)C.N1CCCCC1. The product is [CH3:17][C:18]1[C:22]([C:23]([N:25]2[CH2:26][CH2:27][N:28]([CH3:31])[CH2:29][CH2:30]2)=[O:24])=[CH:21][NH:20][C:19]=1[CH:32]=[C:9]1[C:8]2[C:12](=[CH:13][CH:14]=[CH:15][C:7]=2[C:1]2[CH:2]=[CH:3][CH:4]=[CH:5][CH:6]=2)[NH:11][C:10]1=[O:16]. The yield is 0.380.